Dataset: Peptide-MHC class II binding affinity with 134,281 pairs from IEDB. Task: Regression. Given a peptide amino acid sequence and an MHC pseudo amino acid sequence, predict their binding affinity value. This is MHC class II binding data. (1) The peptide sequence is LTKRQDKLCGSLIGM. The MHC is HLA-DQA10501-DQB10303 with pseudo-sequence HLA-DQA10501-DQB10303. The binding affinity (normalized) is 0.422. (2) The peptide sequence is ALDVWALGLAIFEFV. The MHC is DRB1_1101 with pseudo-sequence DRB1_1101. The binding affinity (normalized) is 0.407. (3) The peptide sequence is KTKNKTNWKQTWTFK. The MHC is HLA-DQA10501-DQB10402 with pseudo-sequence HLA-DQA10501-DQB10402. The binding affinity (normalized) is 0. (4) The MHC is HLA-DPA10301-DPB10402 with pseudo-sequence HLA-DPA10301-DPB10402. The binding affinity (normalized) is 0.0556. The peptide sequence is AHARSYQTLSTQAAA. (5) The peptide sequence is PDDPRNWAGVTSVSI. The MHC is HLA-DPA10103-DPB10401 with pseudo-sequence HLA-DPA10103-DPB10401. The binding affinity (normalized) is 0.255. (6) The peptide sequence is HGGTWVSATLEQDKC. The MHC is DRB3_0101 with pseudo-sequence DRB3_0101. The binding affinity (normalized) is 0.423. (7) The peptide sequence is LPRPPATPPPPPPPQ. The MHC is HLA-DQA10102-DQB10602 with pseudo-sequence HLA-DQA10102-DQB10602. The binding affinity (normalized) is 0. (8) The peptide sequence is ENAVIPKGIMMNVAK. The MHC is DRB1_0101 with pseudo-sequence DRB1_0101. The binding affinity (normalized) is 0.624.